This data is from Forward reaction prediction with 1.9M reactions from USPTO patents (1976-2016). The task is: Predict the product of the given reaction. (1) Given the reactants [C:1]([O:4][C@H:5]1[C@H:11]([O:12][C:13](=[O:15])[CH3:14])[C@@H:10]([O:16][C:17](=[O:19])[CH3:18])[C@:9]2([C:21]3[CH:26]=[CH:25][C:24]([Cl:27])=[C:23]([CH2:28]Br)[CH:22]=3)[O:20][C@@:6]1([CH2:30][O:31][C:32](=[O:34])[CH3:33])[CH2:7][O:8]2)(=[O:3])[CH3:2].CC1(C)C(C)(C)OB([C:43]2[CH:58]=[CH:57][C:46]([O:47][C:48]3[CH:53]=[CH:52][C:51]([C:54](=[O:56])[CH3:55])=[CH:50][CH:49]=3)=[CH:45][CH:44]=2)O1.C(=O)([O-])[O-].[Na+].[Na+].CN(C=O)C, predict the reaction product. The product is: [C:1]([O:4][C@H:5]1[C@H:11]([O:12][C:13](=[O:15])[CH3:14])[C@@H:10]([O:16][C:17](=[O:19])[CH3:18])[C@:9]2([C:21]3[CH:26]=[CH:25][C:24]([Cl:27])=[C:23]([CH2:28][C:43]4[CH:44]=[CH:45][C:46]([O:47][C:48]5[CH:53]=[CH:52][C:51]([C:54](=[O:56])[CH3:55])=[CH:50][CH:49]=5)=[CH:57][CH:58]=4)[CH:22]=3)[O:20][C@@:6]1([CH2:30][O:31][C:32](=[O:34])[CH3:33])[CH2:7][O:8]2)(=[O:3])[CH3:2]. (2) Given the reactants [Br:1][C:2]1[CH:3]=[C:4]([CH:6]=[C:7]([Br:9])[CH:8]=1)[NH2:5].[CH:10](=O)[C:11]1[CH:16]=[CH:15][CH:14]=[CH:13][CH:12]=1.[BH-](OC(C)=O)(OC(C)=O)OC(C)=O.[Na+].CC(O)=O, predict the reaction product. The product is: [CH2:10]([NH:5][C:4]1[CH:3]=[C:2]([Br:1])[CH:8]=[C:7]([Br:9])[CH:6]=1)[C:11]1[CH:16]=[CH:15][CH:14]=[CH:13][CH:12]=1. (3) Given the reactants [NH2:1][C:2]1[CH:3]=[C:4]([CH:19]=[CH:20][CH:21]=1)[CH2:5][C:6]1[C:11](=[S:12])[CH:10]=[CH:9][N:8]([C:13]2[CH:14]=[N:15][N:16]([CH3:18])[CH:17]=2)[N:7]=1.Cl[C:23]([O:25][CH2:26][CH2:27][O:28][CH3:29])=[O:24].CCN(C(C)C)C(C)C.C([O-])(O)=O.[Na+], predict the reaction product. The product is: [CH3:18][N:16]1[CH:17]=[C:13]([N:8]2[CH:9]=[CH:10][C:11](=[S:12])[C:6]([CH2:5][C:4]3[CH:3]=[C:2]([NH:1][C:23](=[O:24])[O:25][CH2:26][CH2:27][O:28][CH3:29])[CH:21]=[CH:20][CH:19]=3)=[N:7]2)[CH:14]=[N:15]1. (4) Given the reactants C(=O)([O-])[O-].[K+].[K+].[CH2:7](Cl)[C:8]1[CH:13]=[CH:12][CH:11]=[CH:10][CH:9]=1.[OH:15][C:16]1[CH:17]=[C:18]([CH:21]=[CH:22][C:23]=1[O:24][CH2:25][CH2:26][CH2:27][O:28][CH3:29])[CH:19]=[O:20], predict the reaction product. The product is: [CH2:7]([O:15][C:16]1[CH:17]=[C:18]([CH:21]=[CH:22][C:23]=1[O:24][CH2:25][CH2:26][CH2:27][O:28][CH3:29])[CH:19]=[O:20])[C:8]1[CH:13]=[CH:12][CH:11]=[CH:10][CH:9]=1. (5) Given the reactants C(O[C:6]([N:8]1[CH2:12][C:11](=[N:13][O:14][CH3:15])[CH2:10][C@H:9]1[C:16]([OH:18])=O)=[O:7])(C)(C)C.[CH3:19][C:20]1[CH:25]=[CH:24][CH:23]=[CH:22][C:21]=1[C:26]1[CH:31]=[CH:30][C:29](C(O)=O)=[CH:28][CH:27]=1.[NH2:35][CH2:36][CH2:37][OH:38], predict the reaction product. The product is: [OH:38][CH2:37][CH2:36][NH:35][C:16]([C@@H:9]1[CH2:10][C:11](=[N:13][O:14][CH3:15])[CH2:12][N:8]1[C:6]([C:29]1[CH:28]=[CH:27][C:26]([C:21]2[CH:22]=[CH:23][CH:24]=[CH:25][C:20]=2[CH3:19])=[CH:31][CH:30]=1)=[O:7])=[O:18]. (6) Given the reactants [N:1]1([C:5]2[N:14]=[C:13]3[C:8]([C:9](=[O:24])[C:10]([C:19]([O:21]CC)=[O:20])=[CH:11][N:12]3CCC#N)=[CH:7][C:6]=2[Cl:25])[CH2:4][CH2:3][CH2:2]1.[Li+].[OH-].C(O)(=O)CC(CC(O)=O)(C(O)=O)O, predict the reaction product. The product is: [N:1]1([C:5]2[N:14]=[C:13]3[C:8]([C:9](=[O:24])[C:10]([C:19]([OH:21])=[O:20])=[CH:11][NH:12]3)=[CH:7][C:6]=2[Cl:25])[CH2:4][CH2:3][CH2:2]1. (7) Given the reactants [O:1]1[CH2:6][CH2:5][CH2:4][CH2:3][CH:2]1[O:7][C:8]1[CH:13]=[CH:12][C:11]([Mg]Br)=[CH:10][CH:9]=1.[F:16][C:17]1[CH:18]=[C:19]([CH:22]=[C:23]([F:25])[CH:24]=1)[CH:20]=[O:21], predict the reaction product. The product is: [F:16][C:17]1[CH:18]=[C:19]([CH:20]([C:11]2[CH:12]=[CH:13][C:8]([O:7][CH:2]3[CH2:3][CH2:4][CH2:5][CH2:6][O:1]3)=[CH:9][CH:10]=2)[OH:21])[CH:22]=[C:23]([F:25])[CH:24]=1. (8) Given the reactants [Br:1][C:2]1[CH:3]=[C:4]2[C:9](=[CH:10][CH:11]=1)[N:8]=[C:7]([O:12][CH3:13])[C:6]([CH2:14]Br)=[C:5]2[Cl:16].[F:17][C:18]([F:27])([F:26])[C:19]1([OH:25])[CH2:24][CH2:23][NH:22][CH2:21][CH2:20]1.C(N(CC)C(C)C)(C)C, predict the reaction product. The product is: [Br:1][C:2]1[CH:3]=[C:4]2[C:9](=[CH:10][CH:11]=1)[N:8]=[C:7]([O:12][CH3:13])[C:6]([CH2:14][N:22]1[CH2:21][CH2:20][C:19]([C:18]([F:17])([F:26])[F:27])([OH:25])[CH2:24][CH2:23]1)=[C:5]2[Cl:16]. (9) Given the reactants [F:1][C:2]([F:13])([F:12])[C:3]1[C:7]([C:8](Cl)=[O:9])=[CH:6][N:5]([CH3:11])[N:4]=1.[Cl:14][CH:15]([F:27])[C:16]([F:26])([F:25])[O:17][C:18]1[CH:23]=[CH:22][CH:21]=[CH:20][C:19]=1[NH2:24].N1C=CC=CC=1.C(OC)(C)(C)C, predict the reaction product. The product is: [Cl:14][CH:15]([F:27])[C:16]([F:25])([F:26])[O:17][C:18]1[CH:23]=[CH:22][CH:21]=[CH:20][C:19]=1[NH:24][C:8]([C:7]1[C:3]([C:2]([F:13])([F:12])[F:1])=[N:4][N:5]([CH3:11])[CH:6]=1)=[O:9].